Dataset: Peptide-MHC class II binding affinity with 134,281 pairs from IEDB. Task: Regression. Given a peptide amino acid sequence and an MHC pseudo amino acid sequence, predict their binding affinity value. This is MHC class II binding data. (1) The binding affinity (normalized) is 0.436. The MHC is HLA-DQA10501-DQB10201 with pseudo-sequence HLA-DQA10501-DQB10201. The peptide sequence is TEAEDVIPEGWKADTSYESK. (2) The peptide sequence is IEFRFYKEITNVFRG. The MHC is HLA-DPA10201-DPB10101 with pseudo-sequence HLA-DPA10201-DPB10101. The binding affinity (normalized) is 0.442.